From a dataset of Reaction yield outcomes from USPTO patents with 853,638 reactions. Predict the reaction yield, written as a fraction of the theoretical maximum amount of product (1.0 means a 100% yield; for example, 0.34 means a 34% yield). (1) The reactants are [CH3:1][C:2]1[CH:10]=[CH:9][C:8]([N:11]([CH3:20])[S:12]([C:15]2[S:16][CH:17]=[CH:18][CH:19]=2)(=[O:14])=[O:13])=[C:7]2[C:3]=1[CH:4]=[C:5]([C:21](O)=[O:22])[NH:6]2.[CH2:24]([S:31][CH:32]([CH:35]([O:38][CH3:39])[O:36][CH3:37])[CH2:33][NH2:34])[C:25]1[CH:30]=[CH:29][CH:28]=[CH:27][CH:26]=1.C(N(C(C)C)C(C)C)C.F[P-](F)(F)(F)(F)F.N1(OC(N(C)C)=[N+](C)C)C2N=CC=CC=2N=N1. The catalyst is CN(C)C=O.C(OCC)(=O)C. The product is [CH2:24]([S:31][CH:32]([CH:35]([O:36][CH3:37])[O:38][CH3:39])[CH2:33][NH:34][C:21]([C:5]1[NH:6][C:7]2[C:3]([CH:4]=1)=[C:2]([CH3:1])[CH:10]=[CH:9][C:8]=2[N:11]([CH3:20])[S:12]([C:15]1[S:16][CH:17]=[CH:18][CH:19]=1)(=[O:13])=[O:14])=[O:22])[C:25]1[CH:30]=[CH:29][CH:28]=[CH:27][CH:26]=1. The yield is 0.970. (2) The reactants are [OH:1][CH:2]([C:6]1[CH:11]=[CH:10][C:9]([C:12]2[N:16]=[C:15]([C:17]3[O:21][N:20]=[C:19]([C:22]4[CH:27]=[CH:26][CH:25]=[CH:24][CH:23]=4)[C:18]=3[C:28]([F:31])([F:30])[F:29])[O:14][N:13]=2)=[CH:8][CH:7]=1)[C:3]([OH:5])=O.CN1CCOCC1.[S:39]1[CH:43]=[C:42]([CH2:44][CH2:45][NH2:46])[N:41]=[CH:40]1.F[P-](F)(F)(F)(F)F.N1(O[P+](N(C)C)(N(C)C)N(C)C)C2C=CC=CC=2N=N1. The catalyst is CN(C=O)C. The product is [OH:1][CH:2]([C:6]1[CH:7]=[CH:8][C:9]([C:12]2[N:16]=[C:15]([C:17]3[O:21][N:20]=[C:19]([C:22]4[CH:23]=[CH:24][CH:25]=[CH:26][CH:27]=4)[C:18]=3[C:28]([F:31])([F:30])[F:29])[O:14][N:13]=2)=[CH:10][CH:11]=1)[C:3]([NH:46][CH2:45][CH2:44][C:42]1[N:41]=[CH:40][S:39][CH:43]=1)=[O:5]. The yield is 0.470.